Dataset: Full USPTO retrosynthesis dataset with 1.9M reactions from patents (1976-2016). Task: Predict the reactants needed to synthesize the given product. (1) Given the product [Cl:1][C:2]1[C:11]2[C:6](=[CH:7][CH:8]=[C:9]([O:12][CH:17]3[CH2:16][CH2:15][CH2:14][CH2:19][O:18]3)[CH:10]=2)[N:5]=[C:4]([CH3:13])[CH:3]=1, predict the reactants needed to synthesize it. The reactants are: [Cl:1][C:2]1[C:11]2[C:6](=[CH:7][CH:8]=[C:9]([OH:12])[CH:10]=2)[N:5]=[C:4]([CH3:13])[CH:3]=1.[CH2:14]1[CH2:19][O:18][CH:17]=[CH:16][CH2:15]1.CC1C=CC(S(O)(=O)=O)=CC=1. (2) Given the product [F:8][C:9]1[CH:10]=[CH:11][C:12]([O:13][CH2:14][C@H:15]2[CH2:24][N:19]3[CH2:20][CH2:21][N:22]([C:2]4[CH:7]=[CH:6][CH:5]=[CH:4][N:3]=4)[CH2:23][C@@H:18]3[CH2:17][CH2:16]2)=[CH:25][CH:26]=1, predict the reactants needed to synthesize it. The reactants are: Br[C:2]1[CH:7]=[CH:6][CH:5]=[CH:4][N:3]=1.[F:8][C:9]1[CH:26]=[CH:25][C:12]([O:13][CH2:14][C@H:15]2[CH2:24][N:19]3[CH2:20][CH2:21][NH:22][CH2:23][C@@H:18]3[CH2:17][CH2:16]2)=[CH:11][CH:10]=1.Cl. (3) Given the product [CH3:12][O:11][CH:10]([O:13][CH3:14])[C:9]([NH:8][CH2:7][C:6]1[CH:5]=[CH:4][CH:3]=[C:2]([O:20][C:19]([F:30])([F:29])[F:18])[CH:16]=1)=[O:15], predict the reactants needed to synthesize it. The reactants are: Cl[C:2]1[CH:3]=[CH:4][C:5](F)=[C:6]([CH:16]=1)[CH2:7][NH:8][C:9](=[O:15])[CH:10]([O:13][CH3:14])[O:11][CH3:12].[F:18][C:19]([F:30])([F:29])[O:20]C1C=C(C=CC=1)CN.COC(OC)C(OC)=O. (4) Given the product [C:1]([O:5][C@@H:6]([C:10]1[C:11]([C:25]2[CH:26]=[CH:27][C:28]([Cl:31])=[CH:29][CH:30]=2)=[C:12]2[C:17](=[CH:18][C:19]=1[CH3:20])[N:16]=[C:15]([C:21]([O:23][CH2:24][CH3:32])=[O:22])[CH:14]=[CH:13]2)[C:7]([OH:9])=[O:8])([CH3:4])([CH3:2])[CH3:3], predict the reactants needed to synthesize it. The reactants are: [C:1]([O:5][C@@H:6]([C:10]1[C:11]([C:25]2[CH:30]=[CH:29][C:28]([Cl:31])=[CH:27][CH:26]=2)=[C:12]2[C:17](=[CH:18][C:19]=1[CH3:20])[N:16]=[C:15]([C:21]([O:23][CH3:24])=[O:22])[CH:14]=[CH:13]2)[C:7]([OH:9])=[O:8])([CH3:4])([CH3:3])[CH3:2].[C:32](O[C@@H](C1C(C2C=CC(Cl)=CC=2)=C2C(=CC=1C)N=C(COCC)C=C2)CO)(C)(C)C.